From a dataset of Catalyst prediction with 721,799 reactions and 888 catalyst types from USPTO. Predict which catalyst facilitates the given reaction. (1) Product: [CH2:1]([N:8]([CH2:9][C@@H:10]1[CH2:19][CH2:18][C:17]2[C:12](=[CH:13][CH:14]=[C:15]([Br:20])[CH:16]=2)[O:11]1)[C:21](=[O:22])[O:23][C:24]([CH3:27])([CH3:26])[CH3:25])[C:2]1[CH:3]=[CH:4][CH:5]=[CH:6][CH:7]=1. The catalyst class is: 7. Reactant: [CH2:1]([NH:8][CH2:9][C@H:10]1[CH2:19][CH2:18][C:17]2[C:12](=[CH:13][CH:14]=[C:15]([Br:20])[CH:16]=2)[O:11]1)[C:2]1[CH:7]=[CH:6][CH:5]=[CH:4][CH:3]=1.[C:21](O[C:21]([O:23][C:24]([CH3:27])([CH3:26])[CH3:25])=[O:22])([O:23][C:24]([CH3:27])([CH3:26])[CH3:25])=[O:22]. (2) Reactant: CON(C)[C:4](=[O:16])[C:5]([NH:8][C:9](=[O:15])[O:10][C:11]([CH3:14])([CH3:13])[CH3:12])([CH3:7])[CH3:6].[CH3:18][Li].[NH4+].[Cl-]. Product: [CH3:7][C:5]([NH:8][C:9](=[O:15])[O:10][C:11]([CH3:12])([CH3:13])[CH3:14])([C:4](=[O:16])[CH3:18])[CH3:6]. The catalyst class is: 387. (3) Reactant: Br[CH2:2][CH2:3][CH2:4][N:5]1[C:9]2[CH:10]=[CH:11][CH:12]=[CH:13][C:8]=2[N:7]([C:14]2[CH:19]=[CH:18][C:17]([F:20])=[C:16]([F:21])[CH:15]=2)[S:6]1(=[O:23])=[O:22].[N:24]1([C:30]([O:32][C:33]([CH3:36])([CH3:35])[CH3:34])=[O:31])[CH2:29][CH2:28][NH:27][CH2:26][CH2:25]1.C(N(CC)C(C)C)(C)C. Product: [F:21][C:16]1[CH:15]=[C:14]([N:7]2[C:8]3[CH:13]=[CH:12][CH:11]=[CH:10][C:9]=3[N:5]([CH2:4][CH2:3][CH2:2][N:27]3[CH2:26][CH2:25][N:24]([C:30]([O:32][C:33]([CH3:36])([CH3:35])[CH3:34])=[O:31])[CH2:29][CH2:28]3)[S:6]2(=[O:23])=[O:22])[CH:19]=[CH:18][C:17]=1[F:20]. The catalyst class is: 483.